Dataset: Catalyst prediction with 721,799 reactions and 888 catalyst types from USPTO. Task: Predict which catalyst facilitates the given reaction. Reactant: [Br:1][C:2]1[CH:3]=[C:4]([CH:16]=[CH:17][CH:18]=1)[CH2:5][N:6]1[C:10]2[CH:11]=[CH:12][CH:13]=[CH:14][C:9]=2[NH:8][C:7]1=[NH:15].[F:19][C:20]1[CH:30]=[CH:29][C:23]([O:24][CH2:25][CH:26]2[CH2:28][O:27]2)=[CH:22][CH:21]=1. Product: [Br:1][C:2]1[CH:3]=[C:4]([CH:16]=[CH:17][CH:18]=1)[CH2:5][N:6]1[C:10]2[CH:11]=[CH:12][CH:13]=[CH:14][C:9]=2[N:8]([CH2:28][CH:26]([OH:27])[CH2:25][O:24][C:23]2[CH:29]=[CH:30][C:20]([F:19])=[CH:21][CH:22]=2)[C:7]1=[NH:15]. The catalyst class is: 14.